From a dataset of Full USPTO retrosynthesis dataset with 1.9M reactions from patents (1976-2016). Predict the reactants needed to synthesize the given product. Given the product [NH:19]1[C:20]2[CH:25]=[CH:24][C:23]([N:26]3[CH:30]([C:31]4[CH:32]=[N:33][C:34]5[C:39]([CH:40]=4)=[CH:38][CH:37]=[CH:36][CH:35]=5)[C:29]([C:41]4[CH:42]=[CH:43][CH:44]=[CH:45][CH:46]=4)=[C:28]([O:47][CH3:3])[C:27]3=[O:48])=[CH:22][C:21]=2[N:17]=[CH:18]1, predict the reactants needed to synthesize it. The reactants are: [OH-].[K+].[CH3:3]C1C=CC(S(N(N=O)C)(=O)=O)=CC=1.[NH:17]1[C:21]2[CH:22]=[C:23]([N:26]3[CH:30]([C:31]4[CH:32]=[N:33][C:34]5[C:39]([CH:40]=4)=[CH:38][CH:37]=[CH:36][CH:35]=5)[C:29]([C:41]4[CH:46]=[CH:45][CH:44]=[CH:43][CH:42]=4)=[C:28]([OH:47])[C:27]3=[O:48])[CH:24]=[CH:25][C:20]=2[N:19]=[CH:18]1.